From a dataset of Catalyst prediction with 721,799 reactions and 888 catalyst types from USPTO. Predict which catalyst facilitates the given reaction. (1) The catalyst class is: 21. Product: [CH:26]1([CH2:25][C:15]2([CH3:24])[C:16]3[C:21](=[CH:20][CH:19]=[CH:18][CH:17]=3)[C:22]([OH:23])=[C:13]([C:8]3[NH:7][C:6]4[CH:33]=[CH:34][C:3]([NH:2][S:35]([CH3:38])(=[O:37])=[O:36])=[CH:4][C:5]=4[S:10](=[O:12])(=[O:11])[N:9]=3)[C:14]2=[O:32])[CH2:31][CH2:30][CH2:29][CH2:28][CH2:27]1. Reactant: Cl.[NH2:2][C:3]1[CH:34]=[CH:33][C:6]2[NH:7][C:8]([C:13]3[C:14](=[O:32])[C:15]([CH2:25][CH:26]4[CH2:31][CH2:30][CH2:29][CH2:28][CH2:27]4)([CH3:24])[C:16]4[C:21]([C:22]=3[OH:23])=[CH:20][CH:19]=[CH:18][CH:17]=4)=[N:9][S:10](=[O:12])(=[O:11])[C:5]=2[CH:4]=1.[S:35](Cl)([CH3:38])(=[O:37])=[O:36].N1C=CC=CC=1. (2) Reactant: C[O:2][C:3](=[O:21])[C:4]1[C:5](=[C:10]([NH:14][C:15]2[CH:20]=[CH:19][CH:18]=[CH:17][CH:16]=2)[CH:11]=[CH:12][CH:13]=1)[C:6]([O:8]C)=[O:7].[OH-].[Na+]. Product: [C:15]1([NH:14][C:10]2[CH:11]=[CH:12][CH:13]=[C:4]([C:3]([OH:21])=[O:2])[C:5]=2[C:6]([OH:8])=[O:7])[CH:16]=[CH:17][CH:18]=[CH:19][CH:20]=1. The catalyst class is: 8. (3) Reactant: Cl[C:2]1[CH:3]=[CH:4][C:5]([N+:27]([O-])=O)=[C:6]([CH:26]=1)[CH2:7][C:8]1([C:21]([O:23][CH2:24][CH3:25])=[O:22])[CH2:13][CH2:12][N:11]([C:14]([O:16][C:17]([CH3:20])([CH3:19])[CH3:18])=[O:15])[CH2:10][CH2:9]1. Product: [NH2:27][C:5]1[CH:4]=[CH:3][CH:2]=[CH:26][C:6]=1[CH2:7][C:8]1([C:21]([O:23][CH2:24][CH3:25])=[O:22])[CH2:13][CH2:12][N:11]([C:14]([O:16][C:17]([CH3:20])([CH3:18])[CH3:19])=[O:15])[CH2:10][CH2:9]1. The catalyst class is: 256. (4) Reactant: [Li]CCCC.Br[C:7]1[CH:8]=[CH:9][C:10]([C:13]([F:16])([F:15])[F:14])=[N:11][CH:12]=1.[N+:17]([C:20]1[C:21]([CH:30]=[O:31])=[CH:22][CH:23]=[C:24]2[C:29]=1[N:28]=[CH:27][CH:26]=[CH:25]2)([O-:19])=[O:18]. Product: [N+:17]([C:20]1[C:21]([CH:30]([C:7]2[CH:12]=[N:11][C:10]([C:13]([F:16])([F:15])[F:14])=[CH:9][CH:8]=2)[OH:31])=[CH:22][CH:23]=[C:24]2[C:29]=1[N:28]=[CH:27][CH:26]=[CH:25]2)([O-:19])=[O:18]. The catalyst class is: 1.